The task is: Predict the reaction yield, written as a fraction of the theoretical maximum amount of product (1.0 means a 100% yield; for example, 0.34 means a 34% yield).. This data is from Reaction yield outcomes from USPTO patents with 853,638 reactions. The catalyst is C1COCC1. The yield is 0.760. The product is [Si:1]([O:18][CH2:19][C:20]1[C:25]([N:26]2[CH2:31][C@H:30]([CH3:32])[O:29][C@H:28]([CH3:33])[CH2:27]2)=[C:24]([F:34])[C:23]([F:35])=[C:22]([C:44]([C:46]2[O:47][CH:48]=[CH:49][CH:50]=2)=[O:45])[CH:21]=1)([C:14]([CH3:16])([CH3:17])[CH3:15])([C:2]1[CH:7]=[CH:6][CH:5]=[CH:4][CH:3]=1)[C:8]1[CH:13]=[CH:12][CH:11]=[CH:10][CH:9]=1. The reactants are [Si:1]([O:18][CH2:19][C:20]1[C:25]([N:26]2[CH2:31][C@H:30]([CH3:32])[O:29][C@H:28]([CH3:33])[CH2:27]2)=[C:24]([F:34])[C:23]([F:35])=[CH:22][CH:21]=1)([C:14]([CH3:17])([CH3:16])[CH3:15])([C:8]1[CH:13]=[CH:12][CH:11]=[CH:10][CH:9]=1)[C:2]1[CH:7]=[CH:6][CH:5]=[CH:4][CH:3]=1.[Li]C(CC)C.CON(C)[C:44]([C:46]1[O:47][CH:48]=[CH:49][CH:50]=1)=[O:45].